Dataset: Forward reaction prediction with 1.9M reactions from USPTO patents (1976-2016). Task: Predict the product of the given reaction. (1) Given the reactants [C:1](Cl)(=[O:7])[O:2][CH2:3][CH2:4][CH2:5][Cl:6].O.Cl.Cl.[CH2:12]1[C:20]2[C:15](=[CH:16][CH:17]=[CH:18][CH:19]=2)[CH2:14][CH:13]1[NH:21][C:22]1[N:23]=[CH:24][C:25]2[CH2:30][NH:29][CH2:28][C:26]=2[N:27]=1.C(N(CC)CC)C, predict the reaction product. The product is: [CH2:14]1[C:15]2[C:20](=[CH:19][CH:18]=[CH:17][CH:16]=2)[CH2:12][CH:13]1[NH:21][C:22]1[N:23]=[CH:24][C:25]2[CH2:30][N:29]([C:1]([O:2][CH2:3][CH2:4][CH2:5][Cl:6])=[O:7])[CH2:28][C:26]=2[N:27]=1. (2) Given the reactants [CH:1]1([O:6][C:7]2[C:43]([CH3:44])=[CH:42][C:10]3[N:11]=[C:12]4[C:17]([N:18]([CH2:19][CH2:20][N:21]([CH2:29][C:30]5[CH:35]=[CH:34][CH:33]=[CH:32][C:31]=5[C:36]([F:39])([F:38])[F:37])C(=O)OC(C)(C)C)[C:9]=3[CH:8]=2)=[N:16][C:15](=[O:40])[NH:14][C:13]4=[O:41])[CH2:5][CH2:4][CH2:3][CH2:2]1.[C:45]([OH:51])([C:47]([F:50])([F:49])[F:48])=[O:46], predict the reaction product. The product is: [F:48][C:47]([F:50])([F:49])[C:45]([OH:51])=[O:46].[CH:1]1([O:6][C:7]2[C:43]([CH3:44])=[CH:42][C:10]3[N:11]=[C:12]4[C:17]([N:18]([CH2:19][CH2:20][NH:21][CH2:29][C:30]5[CH:35]=[CH:34][CH:33]=[CH:32][C:31]=5[C:36]([F:38])([F:39])[F:37])[C:9]=3[CH:8]=2)=[N:16][C:15](=[O:40])[NH:14][C:13]4=[O:41])[CH2:5][CH2:4][CH2:3][CH2:2]1. (3) Given the reactants [CH2:1]1[C:10]2[C:5](=[CH:6][CH:7]=[CH:8][CH:9]=2)[CH2:4][CH2:3][N:2]1[C:11]([O:13][C@H:14]1[CH2:18][C@@H:17]([C:19]([O:21][CH3:22])=[O:20])[N:16](C)[CH2:15]1)=[O:12].C(O)(C(F)(F)F)=O, predict the reaction product. The product is: [CH2:1]1[C:10]2[C:5](=[CH:6][CH:7]=[CH:8][CH:9]=2)[CH2:4][CH2:3][N:2]1[C:11]([O:13][C@H:14]1[CH2:18][C@@H:17]([C:19]([O:21][CH3:22])=[O:20])[NH:16][CH2:15]1)=[O:12]. (4) Given the reactants [CH2:1]([O:3][C:4](=[O:42])[CH:5]=[CH:6][C:7]1[CH:12]=[CH:11][C:10]([O:13][C:14]2[CH:19]=[C:18]([O:20][C:21]3[CH:26]=[CH:25][C:24]([C:27]([F:30])([F:29])[F:28])=[CH:23][C:22]=3[O:31][C:32]3[CH:37]=[CH:36][CH:35]=[CH:34][C:33]=3[CH3:38])[CH:17]=[C:16]([CH3:39])[CH:15]=2)=[CH:9][C:8]=1[CH2:40][CH3:41])[CH3:2], predict the reaction product. The product is: [CH2:1]([O:3][C:4](=[O:42])[CH2:5][CH2:6][C:7]1[CH:12]=[CH:11][C:10]([O:13][C:14]2[CH:19]=[C:18]([O:20][C:21]3[CH:26]=[CH:25][C:24]([C:27]([F:29])([F:30])[F:28])=[CH:23][C:22]=3[O:31][C:32]3[CH:37]=[CH:36][CH:35]=[CH:34][C:33]=3[CH3:38])[CH:17]=[C:16]([CH3:39])[CH:15]=2)=[CH:9][C:8]=1[CH2:40][CH3:41])[CH3:2]. (5) Given the reactants [H-].[Na+].[CH3:3][C:4]([CH3:8])([CH3:7])[CH2:5][OH:6].[Cl:9][C:10]1[CH:15]=[C:14](Cl)[N:13]=[CH:12][N:11]=1.[Cl-].[NH4+], predict the reaction product. The product is: [Cl:9][C:10]1[CH:15]=[C:14]([O:6][CH2:5][C:4]([CH3:8])([CH3:7])[CH3:3])[N:13]=[CH:12][N:11]=1. (6) Given the reactants C([Sn](CCCC)(CCCC)[C:6]1[CH:11]=[CH:10][CH:9]=[CH:8][N:7]=1)CCC.Cl[C:21]1[N:22]=[C:23]2[C:29]([C:30]3[CH:35]=[CH:34][CH:33]=[CH:32][CH:31]=3)=[C:28]([C:36]3[CH:41]=[CH:40][C:39]([C:42]4([NH:46][C:47](=[O:53])[O:48][C:49]([CH3:52])([CH3:51])[CH3:50])[CH2:45][CH2:44][CH2:43]4)=[CH:38][CH:37]=3)[O:27][C:24]2=[N:25][CH:26]=1.[F-].[Cs+], predict the reaction product. The product is: [C:30]1([C:29]2[C:23]3[C:24](=[N:25][CH:26]=[C:21]([C:6]4[CH:11]=[CH:10][CH:9]=[CH:8][N:7]=4)[N:22]=3)[O:27][C:28]=2[C:36]2[CH:41]=[CH:40][C:39]([C:42]3([NH:46][C:47](=[O:53])[O:48][C:49]([CH3:51])([CH3:50])[CH3:52])[CH2:43][CH2:44][CH2:45]3)=[CH:38][CH:37]=2)[CH:31]=[CH:32][CH:33]=[CH:34][CH:35]=1. (7) The product is: [OH:41][CH2:38][C:39]#[C:40][C:2]1[CH:3]=[C:4]2[C:5](=[CH:10][C:11]=1[O:12][CH:13]1[CH2:14][CH2:15][N:16]([C:19]([O:21][CH2:3][CH2:2][CH2:11][CH3:10])=[O:20])[CH2:17][CH2:18]1)[N:6]=[C:7]([NH:26][C:27]1[CH:32]=[CH:31][CH:30]=[C:29]([C:33]3[O:37][CH:36]=[N:35][CH:34]=3)[CH:28]=1)[N:8]=[CH:9]2. Given the reactants Br[C:2]1[CH:3]=[C:4]2[C:9](=[CH:10][C:11]=1[O:12][CH:13]1[CH2:18][CH2:17][N:16]([C:19]([O:21]C(C)(C)C)=[O:20])[CH2:15][CH2:14]1)[N:8]=[C:7]([NH:26][C:27]1[CH:32]=[CH:31][CH:30]=[C:29]([C:33]3[O:37][CH:36]=[N:35][CH:34]=3)[CH:28]=1)[N:6]=[CH:5]2.[CH2:38]([OH:41])[C:39]#[CH:40], predict the reaction product. (8) Given the reactants [F:1][C:2]1[CH:3]=[CH:4][C:5]([O:19][CH3:20])=[C:6]([C:8]([CH3:18])([CH3:17])[CH2:9][C:10]2([C:13]([F:16])([F:15])[F:14])[CH2:12][O:11]2)[CH:7]=1.[N:21]1[C:30]2[C:25](=[CH:26][CH:27]=[CH:28][CH:29]=2)[C:24]([OH:31])=[CH:23][N:22]=1.[O-]CC.[Na+], predict the reaction product. The product is: [F:1][C:2]1[CH:3]=[CH:4][C:5]([O:19][CH3:20])=[C:6]([C:8]([CH3:18])([CH3:17])[CH2:9][C:10]([OH:11])([C:13]([F:16])([F:15])[F:14])[CH2:12][N:21]2[C:30]3[C:25](=[CH:26][CH:27]=[CH:28][CH:29]=3)[C:24](=[O:31])[CH:23]=[N:22]2)[CH:7]=1. (9) Given the reactants [CH3:1][NH:2][C:3]1([C:8]#[N:9])[CH2:7][CH2:6][CH2:5][CH2:4]1.[Si:10]([O:17][CH2:18][CH2:19]N)([C:13]([CH3:16])([CH3:15])[CH3:14])([CH3:12])[CH3:11], predict the reaction product. The product is: [Si:10]([O:17][CH2:18][CH2:1][NH:2][C:3]1([C:8]#[N:9])[CH2:7][CH2:6][CH2:5][CH2:4]1)([C:13]([CH3:16])([CH3:15])[CH3:14])([CH3:12])[CH3:11].[C:18]1(=[O:17])[CH2:19][CH2:7][CH2:3][CH2:4]1. (10) Given the reactants Br[CH2:2][C:3]1[CH:10]=[CH:9][C:6]([C:7]#[N:8])=[CH:5][CH:4]=1.C(N(CC)CC)C.[NH:18]1[CH2:23][CH2:22][O:21][CH2:20][CH2:19]1, predict the reaction product. The product is: [O:21]1[CH2:22][CH2:23][N:18]([CH2:2][C:3]2[CH:10]=[CH:9][C:6]([C:7]#[N:8])=[CH:5][CH:4]=2)[CH2:19][CH2:20]1.